Dataset: Catalyst prediction with 721,799 reactions and 888 catalyst types from USPTO. Task: Predict which catalyst facilitates the given reaction. (1) Reactant: [CH2:1]1[N:12](CC(O)=O)[CH2:11][CH2:10][N:9]([CH2:17][C:18]([OH:20])=[O:19])[CH2:8][CH2:7][N:6]([CH2:21][C:22]([OH:24])=[O:23])[CH2:5][CH2:4][N:3]([CH2:25][C:26]([OH:28])=[O:27])[CH2:2]1.CN(C(ON1N=NC2C=CC=CC1=2)=[N+](C)C)C.F[P-](F)(F)(F)(F)F.CCN(C(C)C)C(C)C. Product: [CH2:11]1[NH:12][CH2:1][CH2:2][N:3]([CH2:25][C:26]([OH:28])=[O:27])[CH2:4][CH2:5][N:6]([CH2:21][C:22]([OH:24])=[O:23])[CH2:7][CH2:8][N:9]([CH2:17][C:18]([OH:20])=[O:19])[CH2:10]1. The catalyst class is: 37. (2) Reactant: Cl[C:2]1[CH:7]=[CH:6][C:5]([N+:8]([O-:10])=[O:9])=[CH:4][N:3]=1.[CH3:11][O:12][CH2:13][CH2:14][OH:15].CC(C)([O-])C.[K+]. The catalyst class is: 31. Product: [CH3:11][O:12][CH2:13][CH2:14][O:15][C:2]1[CH:7]=[CH:6][C:5]([N+:8]([O-:10])=[O:9])=[CH:4][N:3]=1. (3) Product: [CH3:1][C:2]1[C:7]([O:8][C:9]2[C:10]([NH:22][C:23]3[S:27][N:26]=[C:25]([CH:28]4[CH2:33][CH2:32][N:31]([C:41](=[O:43])[CH3:42])[CH2:30][CH2:29]4)[N:24]=3)=[N:11][CH:12]=[C:13]([S:15][C:16]3[CH:21]=[CH:20][CH:19]=[CH:18][N:17]=3)[CH:14]=2)=[CH:6][CH:5]=[CH:4][N:3]=1. Reactant: [CH3:1][C:2]1[C:7]([O:8][C:9]2[C:10]([NH:22][C:23]3[S:27][N:26]=[C:25]([CH:28]4[CH2:33][CH2:32][NH:31][CH2:30][CH2:29]4)[N:24]=3)=[N:11][CH:12]=[C:13]([S:15][C:16]3[CH:21]=[CH:20][CH:19]=[CH:18][N:17]=3)[CH:14]=2)=[CH:6][CH:5]=[CH:4][N:3]=1.C(N(CC)CC)C.[C:41](OC(=O)C)(=[O:43])[CH3:42].C(=O)(O)[O-].[Na+]. The catalyst class is: 20. (4) Reactant: Cl[C:2]1[CH:3]=[C:4]([CH:22]=[CH:23][N:24]=1)[C:5]([NH:7][C:8]1[S:9][CH:10]=[C:11]([C:13]2[C:18]([CH3:19])=[CH:17][C:16]([CH3:20])=[CH:15][C:14]=2[CH3:21])[N:12]=1)=[O:6].C(=O)([O-])[O-].[Cs+].[Cs+].[CH3:31][NH:32][CH3:33].C1COCC1. Product: [CH3:31][N:32]([CH3:33])[C:2]1[CH:3]=[C:4]([CH:22]=[CH:23][N:24]=1)[C:5]([NH:7][C:8]1[S:9][CH:10]=[C:11]([C:13]2[C:18]([CH3:19])=[CH:17][C:16]([CH3:20])=[CH:15][C:14]=2[CH3:21])[N:12]=1)=[O:6]. The catalyst class is: 18. (5) Reactant: [O:1]([S:9]([C:12]([F:15])([F:14])[F:13])(=[O:11])=[O:10])S(C(F)(F)F)(=O)=O.[Br:16][C:17]1[CH:22]=[CH:21][C:20]([C:23]2[S:27][C:26]3[CH:28]=[C:29](O)[CH:30]=[CH:31][C:25]=3[CH:24]=2)=[CH:19][CH:18]=1. Product: [Br:16][C:17]1[CH:22]=[CH:21][C:20]([C:23]2[S:27][C:26]3[CH:28]=[C:29]([O:1][S:9]([C:12]([F:13])([F:14])[F:15])(=[O:10])=[O:11])[CH:30]=[CH:31][C:25]=3[CH:24]=2)=[CH:19][CH:18]=1. The catalyst class is: 17. (6) Reactant: [CH2:1]([O:7][C:8]([O:12][CH2:13][CH2:14][CH2:15][CH2:16][CH2:17][CH3:18])([CH3:11])[CH2:9][OH:10])[CH2:2][CH2:3][CH2:4][CH2:5][CH3:6].N1C=CC=CC=1.[S:25](Cl)([O:27][CH2:28][CH3:29])=[O:26]. Product: [S:25]([O:27][CH2:28][CH3:29])([O:10][CH2:9][C:8]([O:7][CH2:1][CH2:2][CH2:3][CH2:4][CH2:5][CH3:6])([O:12][CH2:13][CH2:14][CH2:15][CH2:16][CH2:17][CH3:18])[CH3:11])=[O:26]. The catalyst class is: 2. (7) Reactant: CC(O)=O.[C:5]([O:9][C:10](=[O:38])[NH:11][C@H:12]([CH2:25][C:26]1[CH:31]=[CH:30][C:29]([C:32]2[CH:37]=[CH:36][CH:35]=[CH:34][CH:33]=2)=[CH:28][CH:27]=1)[C:13]([CH:15]1[C:20](=[O:21])[O:19][C:18]([CH3:23])([CH3:22])[O:17][C:16]1=[O:24])=O)([CH3:8])([CH3:7])[CH3:6].[BH4-].[Na+].[Na+].[Cl-]. Product: [C:5]([O:9][C:10](=[O:38])[NH:11][C@@H:12]([CH2:13][CH:15]1[C:20](=[O:21])[O:19][C:18]([CH3:23])([CH3:22])[O:17][C:16]1=[O:24])[CH2:25][C:26]1[CH:27]=[CH:28][C:29]([C:32]2[CH:37]=[CH:36][CH:35]=[CH:34][CH:33]=2)=[CH:30][CH:31]=1)([CH3:8])([CH3:6])[CH3:7]. The catalyst class is: 144. (8) Reactant: C(OC(OC(C)(C)C)=O)(OC(C)(C)C)=O.N1CCC[C@H]1CO.C(N(CC)CC)C.[C:30]([N:37]1[CH2:43][CH2:42][CH2:41][C@H:38]1[CH2:39][OH:40])([O:32][C:33]([CH3:36])([CH3:35])[CH3:34])=[O:31]. Product: [C:30]([N:37]1[CH2:43][CH2:42][CH2:41][C@H:38]1[CH:39]=[O:40])([O:32][C:33]([CH3:36])([CH3:35])[CH3:34])=[O:31]. The catalyst class is: 4. (9) Product: [C:21]([O:20][C:18]([N:5]([CH2:1][CH:2]([CH3:4])[CH3:3])[CH2:14][C:15]([OH:17])=[O:16])=[O:19])([CH3:24])([CH3:23])[CH3:22]. Reactant: [CH2:1]([NH2:5])[CH:2]([CH3:4])[CH3:3].C(N(CC)CC)C.Br[CH2:14][C:15]([OH:17])=[O:16].[C:18](O[C:18]([O:20][C:21]([CH3:24])([CH3:23])[CH3:22])=[O:19])([O:20][C:21]([CH3:24])([CH3:23])[CH3:22])=[O:19].[OH-].[Na+]. The catalyst class is: 127. (10) Reactant: [CH3:1][N:2]([C:9]1[CH:14]=[C:13]([C:15]2[CH2:19][C:18]([C:24]3[CH:29]=[C:28]([Cl:30])[CH:27]=[C:26]([Cl:31])[CH:25]=3)([C:20]([F:23])([F:22])[F:21])[O:17][N:16]=2)[CH:12]=[CH:11][C:10]=1[Cl:32])C(=O)C(F)(F)F.C(=O)([O-])[O-].[K+].[K+]. Product: [CH3:1][NH:2][C:9]1[CH:14]=[C:13]([C:15]2[CH2:19][C:18]([C:24]3[CH:29]=[C:28]([Cl:30])[CH:27]=[C:26]([Cl:31])[CH:25]=3)([C:20]([F:23])([F:21])[F:22])[O:17][N:16]=2)[CH:12]=[CH:11][C:10]=1[Cl:32]. The catalyst class is: 5.